This data is from Peptide-MHC class I binding affinity with 185,985 pairs from IEDB/IMGT. The task is: Regression. Given a peptide amino acid sequence and an MHC pseudo amino acid sequence, predict their binding affinity value. This is MHC class I binding data. (1) The peptide sequence is ETDRWGLTK. The MHC is HLA-A68:01 with pseudo-sequence HLA-A68:01. The binding affinity (normalized) is 0.152. (2) The peptide sequence is VMFGLAYFSM. The MHC is HLA-A02:06 with pseudo-sequence HLA-A02:06. The binding affinity (normalized) is 0.558. (3) The peptide sequence is YRYLCLIQK. The MHC is HLA-A33:01 with pseudo-sequence HLA-A33:01. The binding affinity (normalized) is 0.384. (4) The peptide sequence is RFDEAIINY. The MHC is HLA-A11:01 with pseudo-sequence HLA-A11:01. The binding affinity (normalized) is 0.0847. (5) The peptide sequence is VSSCTRMME. The MHC is Mamu-B08 with pseudo-sequence Mamu-B08. The binding affinity (normalized) is 0. (6) The peptide sequence is IQFDWYPTS. The MHC is HLA-A68:02 with pseudo-sequence HLA-A68:02. The binding affinity (normalized) is 0.0847. (7) The peptide sequence is GLVDLFVFS. The MHC is HLA-A02:03 with pseudo-sequence HLA-A02:03. The binding affinity (normalized) is 0.515.